Predict which catalyst facilitates the given reaction. From a dataset of Catalyst prediction with 721,799 reactions and 888 catalyst types from USPTO. (1) Reactant: [C:1]([O:10]C)(=O)[C:2]1[C:3](=[CH:5][CH:6]=[CH:7][CH:8]=1)[SH:4].[C:12]([C:14]1[CH:19]=[CH:18][CH:17]=[C:16]([S:20][C:21]([CH3:24])([CH3:23])[CH3:22])[N:15]=1)#[N:13].C(N(CC)CC)C. Product: [C:21]([S:20][C:16]1[N:15]=[C:14]([C:12]2[S:4][C:3]3[CH:5]=[CH:6][CH:7]=[CH:8][C:2]=3[C:1](=[O:10])[N:13]=2)[CH:19]=[CH:18][CH:17]=1)([CH3:24])([CH3:22])[CH3:23]. The catalyst class is: 11. (2) Reactant: [I:1][C:2]1[C:10]2[C:5](=[N:6][CH:7]=[N:8][C:9]=2[NH2:11])[NH:4][N:3]=1.O[C@H:13]1[CH2:18][CH2:17][CH2:16][N:15]([C:19]([O:21][C:22]([CH3:25])([CH3:24])[CH3:23])=[O:20])[CH2:14]1.C1(P(C2C=CC=CC=2)C2C=CC=CC=2)C=CC=CC=1.N(C(OC(C)C)=O)=NC(OC(C)C)=O. Product: [NH2:11][C:9]1[N:8]=[CH:7][N:6]=[C:5]2[N:4]([C@@H:17]3[CH2:18][CH2:13][CH2:14][N:15]([C:19]([O:21][C:22]([CH3:25])([CH3:24])[CH3:23])=[O:20])[CH2:16]3)[N:3]=[C:2]([I:1])[C:10]=12. The catalyst class is: 7.